This data is from Full USPTO retrosynthesis dataset with 1.9M reactions from patents (1976-2016). The task is: Predict the reactants needed to synthesize the given product. (1) Given the product [C:32]([C:31]1[CH:34]=[CH:35][C:28]([O:25][C:19]2[CH:20]=[CH:21][C:22]([F:24])=[C:23]3[C:18]=2[CH2:17][CH2:16][C@H:15]3[O:14][C:12]2[CH:11]=[CH:10][C:9]3[C@H:5]([CH2:4][C:3]([OH:2])=[O:26])[CH2:6][O:7][C:8]=3[CH:13]=2)=[C:29]([CH3:36])[CH:30]=1)#[N:33], predict the reactants needed to synthesize it. The reactants are: C[O:2][C:3](=[O:26])[CH2:4][C@H:5]1[C:9]2[CH:10]=[CH:11][C:12]([O:14][C@H:15]3[C:23]4[C:18](=[C:19]([OH:25])[CH:20]=[CH:21][C:22]=4[F:24])[CH2:17][CH2:16]3)=[CH:13][C:8]=2[O:7][CH2:6]1.F[C:28]1[CH:35]=[CH:34][C:31]([C:32]#[N:33])=[CH:30][C:29]=1[CH3:36]. (2) The reactants are: CN(C(ON1N=NC2C=CC=NC1=2)=[N+](C)C)C.F[P-](F)(F)(F)(F)F.[O:25]=[C:26]1[N:32]([CH:33]2[CH2:38][CH2:37][N:36]([C:39]([O:41][C@@H:42]([C:54]([OH:56])=O)[CH2:43][C:44]3[CH:49]=[C:48]([CH3:50])[C:47]([OH:51])=[C:46]([O:52][CH3:53])[CH:45]=3)=[O:40])[CH2:35][CH2:34]2)[CH2:31][CH2:30][C:29]2[CH:57]=[CH:58][CH:59]=[CH:60][C:28]=2[NH:27]1.C(N(C(C)C)C(C)C)C.[O:70]1[CH2:75][CH2:74][CH:73]([N:76]2[CH2:81][CH2:80][NH:79][CH2:78][CH2:77]2)[CH2:72][CH2:71]1. Given the product [O:25]=[C:26]1[N:32]([CH:33]2[CH2:34][CH2:35][N:36]([C:39]([O:41][C@H:42]([CH2:43][C:44]3[CH:49]=[C:48]([CH3:50])[C:47]([OH:51])=[C:46]([O:52][CH3:53])[CH:45]=3)[C:54](=[O:56])[N:79]3[CH2:78][CH2:77][N:76]([CH:73]4[CH2:74][CH2:75][O:70][CH2:71][CH2:72]4)[CH2:81][CH2:80]3)=[O:40])[CH2:37][CH2:38]2)[CH2:31][CH2:30][C:29]2[CH:57]=[CH:58][CH:59]=[CH:60][C:28]=2[NH:27]1, predict the reactants needed to synthesize it. (3) The reactants are: [OH:1][C:2]([CH3:23])([CH3:22])[C@@H:3]([NH:5][C:6]([C:8]1[C:16]2[C:11](=[N:12][CH:13]=[C:14]([C:17]3[CH2:21][CH2:20][CH2:19][CH:18]=3)[N:15]=2)[NH:10][CH:9]=1)=[O:7])[CH3:4]. Given the product [OH:1][C:2]([CH3:22])([CH3:23])[C@@H:3]([NH:5][C:6]([C:8]1[C:16]2[C:11](=[N:12][CH:13]=[C:14]([CH:17]3[CH2:21][CH2:20][CH2:19][CH2:18]3)[N:15]=2)[NH:10][CH:9]=1)=[O:7])[CH3:4], predict the reactants needed to synthesize it.